Dataset: Reaction yield outcomes from USPTO patents with 853,638 reactions. Task: Predict the reaction yield, written as a fraction of the theoretical maximum amount of product (1.0 means a 100% yield; for example, 0.34 means a 34% yield). (1) The reactants are [CH3:1][O:2][C:3]1[CH:8]=[CH:7][C:6]([CH:9](O)[CH:10]=[CH2:11])=[CH:5][CH:4]=1.S(Cl)([Cl:15])=O. The catalyst is C(OCC)C. The product is [Cl:15][CH2:11]/[CH:10]=[CH:9]/[C:6]1[CH:7]=[CH:8][C:3]([O:2][CH3:1])=[CH:4][CH:5]=1. The yield is 1.00. (2) The reactants are C(OC([NH:8][CH2:9][C:10]#[C:11][C:12]1[C:17]([C@H:18]2[CH2:22][CH2:21][CH2:20][N:19]2[C:23]2[CH:28]=[CH:27][N:26]3[N:29]=[CH:30][C:31]([C:32]([O:34][CH2:35][CH3:36])=[O:33])=[C:25]3[N:24]=2)=[CH:16][C:15]([F:37])=[CH:14][N:13]=1)=O)(C)(C)C. The catalyst is CO.O[Pd]O. The product is [NH2:8][CH2:9][CH2:10][CH2:11][C:12]1[C:17]([C@H:18]2[CH2:22][CH2:21][CH2:20][N:19]2[C:23]2[CH:28]=[CH:27][N:26]3[N:29]=[CH:30][C:31]([C:32]([O:34][CH2:35][CH3:36])=[O:33])=[C:25]3[N:24]=2)=[CH:16][C:15]([F:37])=[CH:14][N:13]=1. The yield is 1.08. (3) The reactants are [CH2:1]([O:3][C:4]([C:6]1[CH:7]=[C:8]2[C:13](=[CH:14][CH:15]=1)[NH:12][CH:11]([C:16]1[CH:21]=[CH:20][CH:19]=[C:18]([NH:22][C:23]([C:26]([OH:28])=O)([CH3:25])[CH3:24])[CH:17]=1)[C:10]([CH3:30])([CH3:29])[CH2:9]2)=[O:5])[CH3:2].[CH3:31][N:32]1[CH2:37][CH2:36][NH:35][CH2:34][CH2:33]1.CN(C(ON1N=NC2C=CC=NC1=2)=[N+](C)C)C.F[P-](F)(F)(F)(F)F.C(N(CC)CC)C. The catalyst is ClCCl. The product is [CH2:1]([O:3][C:4]([C:6]1[CH:7]=[C:8]2[C:13](=[CH:14][CH:15]=1)[NH:12][CH:11]([C:16]1[CH:21]=[CH:20][CH:19]=[C:18]([NH:22][C:23]([CH3:25])([CH3:24])[C:26]([N:35]3[CH2:36][CH2:37][N:32]([CH3:31])[CH2:33][CH2:34]3)=[O:28])[CH:17]=1)[C:10]([CH3:29])([CH3:30])[CH2:9]2)=[O:5])[CH3:2]. The yield is 0.910. (4) The reactants are P(Cl)(Cl)([Cl:3])=O.[Cl:6][C:7]1[C:12](=O)[NH:11][C:10]([CH:14]2[CH2:16][CH2:15]2)=[N:9][C:8]=1[C:17]([OH:19])=[O:18].O. The catalyst is C(O)(C)(C)C. The product is [Cl:6][C:7]1[C:8]([C:17]([OH:19])=[O:18])=[N:9][C:10]([CH:14]2[CH2:16][CH2:15]2)=[N:11][C:12]=1[Cl:3]. The yield is 0.850.